This data is from Forward reaction prediction with 1.9M reactions from USPTO patents (1976-2016). The task is: Predict the product of the given reaction. (1) Given the reactants [C:1]([O:5][C:6]([N:8]1[CH2:13][C@@H:12]([N:14]([C:19]([C:21]2[N:25]([CH2:26][CH2:27][CH2:28][CH2:29][O:30][CH3:31])[C:24]3[CH:32]=[C:33]([F:36])[CH:34]=[CH:35][C:23]=3[N:22]=2)=[O:20])[CH2:15][CH:16]([CH3:18])[CH3:17])[CH2:11][C@@H:10]([C:37](O)=[O:38])[CH2:9]1)=[O:7])([CH3:4])([CH3:3])[CH3:2].CN1CCOCC1.C(Cl)(=O)OCC.[BH4-].[Na+], predict the reaction product. The product is: [F:36][C:33]1[CH:34]=[CH:35][C:23]2[N:22]=[C:21]([C:19]([N:14]([CH2:15][CH:16]([CH3:18])[CH3:17])[C@H:12]3[CH2:11][C@@H:10]([CH2:37][OH:38])[CH2:9][N:8]([C:6]([O:5][C:1]([CH3:3])([CH3:2])[CH3:4])=[O:7])[CH2:13]3)=[O:20])[N:25]([CH2:26][CH2:27][CH2:28][CH2:29][O:30][CH3:31])[C:24]=2[CH:32]=1. (2) Given the reactants [CH2:1]([N:8]1[CH:12]=[C:11]([CH2:13][C:14]([O:16][CH2:17][CH3:18])=[O:15])[C:10]([OH:19])=[N:9]1)[C:2]1[CH:7]=[CH:6][CH:5]=[CH:4][CH:3]=1.Cl[CH2:21][C:22]1[CH:23]=[CH:24][C:25]([O:28][CH2:29][C:30]2[N:31]=[C:32]([C:36]3[CH:41]=[CH:40][CH:39]=[CH:38][CH:37]=3)[O:33][C:34]=2[CH3:35])=[N:26][CH:27]=1.C(=O)([O-])[O-].[K+].[K+].CN(C)C=O, predict the reaction product. The product is: [CH2:1]([N:8]1[CH:12]=[C:11]([CH2:13][C:14]([O:16][CH2:17][CH3:18])=[O:15])[C:10]([O:19][CH2:21][C:22]2[CH:27]=[N:26][C:25]([O:28][CH2:29][C:30]3[N:31]=[C:32]([C:36]4[CH:41]=[CH:40][CH:39]=[CH:38][CH:37]=4)[O:33][C:34]=3[CH3:35])=[CH:24][CH:23]=2)=[N:9]1)[C:2]1[CH:3]=[CH:4][CH:5]=[CH:6][CH:7]=1. (3) Given the reactants C(O[C:6]([N:8]1[CH2:13][CH2:12][N:11]([CH2:14][CH2:15][N:16]2[CH2:20][CH2:19][CH2:18][CH2:17]2)[C:10](=[O:21])[CH2:9]1)=[O:7])(C)(C)C.[Cl:22][C:23]1[CH:24]=[C:25]([CH:31]=[CH:32][C:33]=1[Cl:34])[CH:26]=[CH:27]C(O)=O, predict the reaction product. The product is: [Cl:22][C:23]1[CH:24]=[C:25](/[CH:26]=[CH:27]/[C:6]([N:8]2[CH2:13][CH2:12][N:11]([CH2:14][CH2:15][N:16]3[CH2:17][CH2:18][CH2:19][CH2:20]3)[C:10](=[O:21])[CH2:9]2)=[O:7])[CH:31]=[CH:32][C:33]=1[Cl:34]. (4) Given the reactants [CH2:1]([O:8][C:9](=[O:19])[NH:10][CH2:11][CH2:12][CH2:13][C@H:14]([NH2:18])[C:15](=O)[NH2:16])[C:2]1[CH:7]=[CH:6][CH:5]=[CH:4][CH:3]=1.B, predict the reaction product. The product is: [CH2:1]([O:8][C:9](=[O:19])[NH:10][CH2:11][CH2:12][CH2:13][C@H:14]([NH2:18])[CH2:15][NH2:16])[C:2]1[CH:3]=[CH:4][CH:5]=[CH:6][CH:7]=1. (5) Given the reactants [NH2:1][C:2]1[CH:10]=[C:9]([Br:11])[CH:8]=[CH:7][C:3]=1[C:4]([OH:6])=O.N1(C(N2C=CN=C2)=O)C=CN=C1.C(N(C(C)C)C(C)C)C.[C:33]1([NH:39][NH2:40])[CH:38]=[CH:37][CH:36]=[CH:35][CH:34]=1, predict the reaction product. The product is: [NH2:1][C:2]1[CH:10]=[C:9]([Br:11])[CH:8]=[CH:7][C:3]=1[C:4]([NH:40][NH:39][C:33]1[CH:38]=[CH:37][CH:36]=[CH:35][CH:34]=1)=[O:6]. (6) Given the reactants C([O:8][C:9]1[CH:17]=[CH:16][CH:15]=[C:14]2[C:10]=1[CH:11]=[C:12]([C:19]([OH:21])=O)[N:13]2[CH3:18])C1C=CC=CC=1.[CH2:22]([NH2:24])[CH3:23], predict the reaction product. The product is: [CH2:22]([NH:24][C:19]([C:12]1[N:13]([CH3:18])[C:14]2[C:10]([CH:11]=1)=[C:9]([OH:8])[CH:17]=[CH:16][CH:15]=2)=[O:21])[CH3:23]. (7) The product is: [CH2:12]([O:14][C:15]([C:17]1[S:32][C:20]2=[N:21][C:22]([C:26]3[CH:27]=[CH:28][CH:29]=[CH:30][CH:31]=3)=[CH:23][C:24]([CH3:25])=[C:19]2[C:18]=1[NH:33][C:10]([NH:9][C:1](=[O:8])[C:2]1[CH:7]=[CH:6][CH:5]=[CH:4][CH:3]=1)=[S:11])=[O:16])[CH3:13]. Given the reactants [C:1]([N:9]=[C:10]=[S:11])(=[O:8])[C:2]1[CH:7]=[CH:6][CH:5]=[CH:4][CH:3]=1.[CH2:12]([O:14][C:15]([C:17]1[S:32][C:20]2=[N:21][C:22]([C:26]3[CH:31]=[CH:30][CH:29]=[CH:28][CH:27]=3)=[CH:23][C:24]([CH3:25])=[C:19]2[C:18]=1[NH2:33])=[O:16])[CH3:13], predict the reaction product.